Dataset: Peptide-MHC class I binding affinity with 185,985 pairs from IEDB/IMGT. Task: Regression. Given a peptide amino acid sequence and an MHC pseudo amino acid sequence, predict their binding affinity value. This is MHC class I binding data. (1) The peptide sequence is TAFTIPSI. The MHC is HLA-B14:02 with pseudo-sequence HLA-B14:02. The binding affinity (normalized) is 0.0343. (2) The peptide sequence is WTDQVPFSV. The MHC is HLA-A02:01 with pseudo-sequence HLA-A02:01. The binding affinity (normalized) is 0.392. (3) The peptide sequence is TANVVFRYM. The MHC is HLA-A02:01 with pseudo-sequence HLA-A02:01. The binding affinity (normalized) is 0.0880. (4) The peptide sequence is GRWILAIPRRI. The MHC is Mamu-B08 with pseudo-sequence Mamu-B08. The binding affinity (normalized) is 0.701. (5) The peptide sequence is PPPTPLDIL. The MHC is Mamu-A01 with pseudo-sequence Mamu-A01. The binding affinity (normalized) is 0.906. (6) The peptide sequence is SVFHEHIFK. The MHC is HLA-A69:01 with pseudo-sequence HLA-A69:01. The binding affinity (normalized) is 0.0847. (7) The peptide sequence is IVKQGRDAL. The MHC is HLA-B15:01 with pseudo-sequence HLA-B15:01. The binding affinity (normalized) is 0.335. (8) The peptide sequence is ILIGVVITW. The MHC is HLA-A32:01 with pseudo-sequence HLA-A32:01. The binding affinity (normalized) is 0.490.